This data is from Catalyst prediction with 721,799 reactions and 888 catalyst types from USPTO. The task is: Predict which catalyst facilitates the given reaction. (1) Reactant: [CH3:1][O:2][C:3]1[CH:31]=[C:30]([O:32][CH3:33])[CH:29]=[CH:28][C:4]=1[CH2:5][N:6]1[C:14](=[O:15])[C:13]2[C:12]([NH:16][C:17]3[CH:18]=[C:19]([CH3:23])[CH:20]=[CH:21][CH:22]=3)=[N:11][C:10](S(C)(=O)=O)=[N:9][C:8]=2[CH2:7]1.[NH2:34][CH2:35][CH2:36][NH:37][C:38](=[O:44])[O:39][C:40]([CH3:43])([CH3:42])[CH3:41].CCN(CC)CC.Cl. Product: [CH3:1][O:2][C:3]1[CH:31]=[C:30]([O:32][CH3:33])[CH:29]=[CH:28][C:4]=1[CH2:5][N:6]1[C:14](=[O:15])[C:13]2[C:12]([NH:16][C:17]3[CH:18]=[C:19]([CH3:23])[CH:20]=[CH:21][CH:22]=3)=[N:11][C:10]([NH:34][CH2:35][CH2:36][NH:37][C:38](=[O:44])[O:39][C:40]([CH3:42])([CH3:41])[CH3:43])=[N:9][C:8]=2[CH2:7]1. The catalyst class is: 44. (2) Reactant: [OH:1][C:2]1[CH:7]=[CH:6][C:5]([C:8](=[O:10])[CH3:9])=[CH:4][C:3]=1[CH3:11].C(=O)([O-])[O-].[K+].[K+].[CH:18](I)([CH3:20])[CH3:19]. Product: [CH:18]([O:1][C:2]1[CH:7]=[CH:6][C:5]([C:8](=[O:10])[CH3:9])=[CH:4][C:3]=1[CH3:11])([CH3:20])[CH3:19]. The catalyst class is: 9. (3) Reactant: [CH3:1][O:2][CH2:3][CH2:4][OH:5].[H-].[Na+].Br[C:9]1[C:14]([C:15]2[CH:20]=[CH:19][C:18]([Cl:21])=[CH:17][C:16]=2[Cl:22])=[N:13][C:12]([Br:23])=[CH:11][N:10]=1.CCCCCCC. Product: [Br:23][C:12]1[N:13]=[C:14]([C:15]2[CH:20]=[CH:19][C:18]([Cl:21])=[CH:17][C:16]=2[Cl:22])[C:9]([O:5][CH2:4][CH2:3][O:2][CH3:1])=[N:10][CH:11]=1. The catalyst class is: 633.